Dataset: Forward reaction prediction with 1.9M reactions from USPTO patents (1976-2016). Task: Predict the product of the given reaction. (1) Given the reactants [Mg].II.[Cl:4][C:5]1[CH:12]=[CH:11][C:8]([CH2:9]Cl)=[CH:7][CH:6]=1.[O:13]=[C:14]1[CH2:17][CH:16]([C:18]([OH:20])=[O:19])[CH2:15]1.Cl, predict the reaction product. The product is: [Cl:4][C:5]1[CH:12]=[CH:11][C:8]([CH2:9][C:14]2([OH:13])[CH2:17][CH:16]([C:18]([OH:20])=[O:19])[CH2:15]2)=[CH:7][CH:6]=1. (2) Given the reactants [CH3:1][C:2]1[NH:6][C:5]2[CH:7]=[C:8]([C:11]3[CH:12]=[CH:13][C:14]4[O:20][CH2:19][CH2:18][NH:17][CH2:16][C:15]=4[CH:21]=3)[CH:9]=[CH:10][C:4]=2[N:3]=1.[CH3:22][O:23]C1C=C(C=CC=1S(C)(=O)=O)C(O)=O.C([C:39]1[CH:47]=[C:46]([S:48]([CH3:51])(=[O:50])=[O:49])[C:45]([O:52][CH3:53])=[CH:44][C:40]=1[C:41](O)=[O:42])C, predict the reaction product. The product is: [CH3:1][C:2]1[NH:6][C:5]2[CH:7]=[C:8]([C:11]3[CH:12]=[CH:13][C:14]4[O:20][CH2:19][CH2:18][N:17]([CH:22]=[O:23])[CH2:16][C:15]=4[CH:21]=3)[CH:9]=[CH:10][C:4]=2[N:3]=1.[CH3:53][O:52][C:45]1[CH:44]=[C:40]([C:41]([N:17]2[CH2:16][C:15]3[CH:21]=[C:11]([C:8]4[CH:9]=[CH:10][C:4]5[N:3]=[C:2]([CH3:1])[NH:6][C:5]=5[CH:7]=4)[CH:12]=[CH:13][C:14]=3[O:20][CH2:19][CH2:18]2)=[O:42])[CH:39]=[CH:47][C:46]=1[S:48]([CH3:51])(=[O:49])=[O:50]. (3) Given the reactants I[C:2]1[C:10]2[C:5](=[N:6][CH:7]=[C:8]([C:11]3[CH:12]=[CH:13][C:14]([N:17]4[CH2:22][CH2:21][N:20]([C:23]([O:25][C:26]([CH3:29])([CH3:28])[CH3:27])=[O:24])[CH2:19][CH2:18]4)=[N:15][CH:16]=3)[CH:9]=2)[N:4]([S:30]([C:33]2[CH:39]=[CH:38][C:36]([CH3:37])=[CH:35][CH:34]=2)(=[O:32])=[O:31])[CH:3]=1.[CH2:40]([O:47][C:48]1[CH:49]=[C:50]([CH:66]=[CH:67][CH:68]=1)[CH2:51][N:52]1[CH:56]=[C:55](B2OC(C)(C)C(C)(C)O2)[CH:54]=[N:53]1)[C:41]1[CH:46]=[CH:45][CH:44]=[CH:43][CH:42]=1.C(=O)([O-])[O-].[Na+].[Na+], predict the reaction product. The product is: [CH2:40]([O:47][C:48]1[CH:49]=[C:50]([CH:66]=[CH:67][CH:68]=1)[CH2:51][N:52]1[CH:56]=[C:55]([C:2]2[C:10]3[C:5](=[N:6][CH:7]=[C:8]([C:11]4[CH:12]=[CH:13][C:14]([N:17]5[CH2:22][CH2:21][N:20]([C:23]([O:25][C:26]([CH3:29])([CH3:28])[CH3:27])=[O:24])[CH2:19][CH2:18]5)=[N:15][CH:16]=4)[CH:9]=3)[N:4]([S:30]([C:33]3[CH:39]=[CH:38][C:36]([CH3:37])=[CH:35][CH:34]=3)(=[O:32])=[O:31])[CH:3]=2)[CH:54]=[N:53]1)[C:41]1[CH:42]=[CH:43][CH:44]=[CH:45][CH:46]=1. (4) The product is: [O:32]=[C:28]1[CH2:29][CH2:30][CH2:31][N:27]1[C:2]1[N:3]=[CH:4][C:5]([O:8][C:9]2[CH:26]=[CH:25][C:12]3[CH2:13][CH2:14][N:15]([C:18]([O:20][C:21]([CH3:24])([CH3:23])[CH3:22])=[O:19])[CH2:16][CH2:17][C:11]=3[CH:10]=2)=[N:6][CH:7]=1. Given the reactants Cl[C:2]1[N:3]=[CH:4][C:5]([O:8][C:9]2[CH:26]=[CH:25][C:12]3[CH2:13][CH2:14][N:15]([C:18]([O:20][C:21]([CH3:24])([CH3:23])[CH3:22])=[O:19])[CH2:16][CH2:17][C:11]=3[CH:10]=2)=[N:6][CH:7]=1.[NH:27]1[CH2:31][CH2:30][CH2:29][C:28]1=[O:32].C(=O)([O-])[O-].[K+].[K+].CN(C)CCN, predict the reaction product. (5) Given the reactants [CH3:1][O:2][C:3]([C:5]1[N:10]=[C:9]2[CH:11]=[C:12]([C:14]([OH:16])=O)[NH:13][C:8]2=[CH:7][CH:6]=1)=[O:4].Cl.Cl.[N:19]1([C:26]2[CH:31]=[CH:30][N:29]=[CH:28][CH:27]=2)[CH2:24][CH2:23][CH:22]([NH2:25])[CH2:21][CH2:20]1.O=C1N(P(Cl)(N2CCOC2=O)=O)CCO1, predict the reaction product. The product is: [CH3:1][O:2][C:3]([C:5]1[N:10]=[C:9]2[CH:11]=[C:12]([C:14](=[O:16])[NH:25][CH:22]3[CH2:21][CH2:20][N:19]([C:26]4[CH:27]=[CH:28][N:29]=[CH:30][CH:31]=4)[CH2:24][CH2:23]3)[NH:13][C:8]2=[CH:7][CH:6]=1)=[O:4]. (6) Given the reactants [OH:1][CH:2]([C:4]1[N:13]([C:14]2[CH:19]=[CH:18][CH:17]=[CH:16][CH:15]=2)[C:12](=[O:20])[C:11]2[C:6](=[CH:7][CH:8]=[CH:9][C:10]=2[CH3:21])[N:5]=1)[CH3:3].[H-].[Na+].Cl[C:25]1[N:33]=[CH:32][N:31]=[C:30]2[C:26]=1[N:27]=[CH:28][N:29]2[CH2:34][O:35][CH2:36][CH2:37][Si:38]([CH3:41])([CH3:40])[CH3:39], predict the reaction product. The product is: [CH3:21][C:10]1[CH:9]=[CH:8][CH:7]=[C:6]2[C:11]=1[C:12](=[O:20])[N:13]([C:14]1[CH:15]=[CH:16][CH:17]=[CH:18][CH:19]=1)[C:4]([CH:2]([O:1][C:25]1[N:33]=[CH:32][N:31]=[C:30]3[C:26]=1[N:27]=[CH:28][N:29]3[CH2:34][O:35][CH2:36][CH2:37][Si:38]([CH3:41])([CH3:40])[CH3:39])[CH3:3])=[N:5]2. (7) The product is: [F:18][C:19]1[CH:24]=[CH:23][CH:22]=[C:21]([F:25])[C:20]=1[C:26]1[CH:31]=[CH:30][N:29]=[C:28]([N:32]2[CH2:37][CH2:36][N:35]([C:8]([NH:7][C:3]3[N:2]=[N:1][CH:6]=[CH:5][CH:4]=3)=[O:15])[CH2:34][CH2:33]2)[N:27]=1. Given the reactants [N:1]1[CH:6]=[CH:5][CH:4]=[C:3]([NH:7][C:8](=[O:15])OCC(Cl)(Cl)Cl)[N:2]=1.Cl.Cl.[F:18][C:19]1[CH:24]=[CH:23][CH:22]=[C:21]([F:25])[C:20]=1[C:26]1[CH:31]=[CH:30][N:29]=[C:28]([N:32]2[CH2:37][CH2:36][NH:35][CH2:34][CH2:33]2)[N:27]=1, predict the reaction product.